This data is from Full USPTO retrosynthesis dataset with 1.9M reactions from patents (1976-2016). The task is: Predict the reactants needed to synthesize the given product. (1) The reactants are: C([N:8]1[CH2:17][C:16]2[NH:15][C:14]3[CH2:18][CH2:19][CH2:20][S:21](=[O:23])(=[O:22])[C:13]=3[CH:12]([C:24]3[CH:29]=[CH:28][C:27]([F:30])=[C:26]([Br:31])[CH:25]=3)[C:11]=2[C:10](=[O:32])[CH2:9]1)C1C=CC=CC=1.Cl[C:34]([O:36][CH:37]=[CH2:38])=[O:35]. Given the product [Br:31][C:26]1[CH:25]=[C:24]([CH:12]2[C:11]3[C:10](=[O:32])[CH2:9][N:8]([C:34]([O:36][CH:37]=[CH2:38])=[O:35])[CH2:17][C:16]=3[NH:15][C:14]3[CH2:18][CH2:19][CH2:20][S:21](=[O:23])(=[O:22])[C:13]2=3)[CH:29]=[CH:28][C:27]=1[F:30], predict the reactants needed to synthesize it. (2) Given the product [NH2:1][C:2]1[C:10]2[C:5](=[CH:6][CH:7]=[CH:8][C:9]=2[F:11])[C:4]([C:19]2[CH:20]=[C:21]([CH3:27])[C:22](=[O:26])[N:23]([CH3:25])[CH:24]=2)([C:12]2[CH:17]=[CH:16][CH:15]=[C:14]([C:32]3[CH:33]=[N:28][CH:29]=[N:30][CH:31]=3)[CH:13]=2)[N:3]=1, predict the reactants needed to synthesize it. The reactants are: [NH2:1][C:2]1[C:10]2[C:5](=[CH:6][CH:7]=[CH:8][C:9]=2[F:11])[C:4]([C:19]2[CH:20]=[C:21]([CH3:27])[C:22](=[O:26])[N:23]([CH3:25])[CH:24]=2)([C:12]2[CH:17]=[CH:16][CH:15]=[C:14](Br)[CH:13]=2)[N:3]=1.[N:28]1[CH:33]=[C:32](B(O)O)[CH:31]=[N:30][CH:29]=1. (3) Given the product [C:15]([O:14][C:12](=[O:13])[N:5]([CH2:6][CH2:7][CH2:8][OH:9])[CH2:1][CH:2]([CH3:4])[CH3:3])([CH3:18])([CH3:17])[CH3:16], predict the reactants needed to synthesize it. The reactants are: [CH2:1]([NH:5][CH2:6][CH2:7][CH2:8][OH:9])[CH:2]([CH3:4])[CH3:3].[OH-].[Na+].[C:12](O[C:12]([O:14][C:15]([CH3:18])([CH3:17])[CH3:16])=[O:13])([O:14][C:15]([CH3:18])([CH3:17])[CH3:16])=[O:13].